This data is from Drug half-life prediction data from Obach et al.. The task is: Regression/Classification. Given a drug SMILES string, predict its absorption, distribution, metabolism, or excretion properties. Task type varies by dataset: regression for continuous measurements (e.g., permeability, clearance, half-life) or binary classification for categorical outcomes (e.g., BBB penetration, CYP inhibition). For this dataset (half_life_obach), we predict log10(half-life) (log10 of half-life in hours). (1) The molecule is COc1cc(CC2c3c(cc(OC)c(OC)c3OC)CC[N+]2(C)CCCOC(=O)CCC(=O)OCCC[N+]2(C)CCc3cc(OC)c(OC)c(OC)c3C2Cc2cc(OC)c(OC)c(OC)c2)cc(OC)c1OC. The log10(half-life) is 0.230. (2) The compound is CO/N=C(\C(=O)N[C@@H]1C(=O)N2C(C(=O)O)=C(COC(N)=O)CS[C@H]12)c1ccco1. The log10(half-life) is 0.0400. (3) The drug is CC(C)n1c(/C=C/C(O)CC(O)CC(=O)O)c(-c2ccc(F)cc2)c2ccccc21. The log10(half-life) is -0.150. (4) The molecule is CC(C)(C)NC(=O)[C@@H]1C[C@@H]2CCCC[C@@H]2CN1C[C@@H](O)[C@H](Cc1ccccc1)NC(=O)[C@H](CC(N)=O)NC(=O)c1ccc2ccccc2n1. The log10(half-life) is 1.11. (5) The molecule is O=C(N[C@H](CO)[C@H](O)c1ccc([N+](=O)[O-])cc1)C(Cl)Cl. The log10(half-life) is 0.660. (6) The molecule is CCOC(=O)c1ncn2c1CN(C)C(=O)c1cc(F)ccc1-2. The log10(half-life) is -0.110. (7) The molecule is CCOC(=O)c1cncn1[C@H](C)c1ccccc1. The log10(half-life) is 0.540. (8) The drug is CN1CCN(C2=Nc3cc(Cl)ccc3Nc3ccccc32)CC1. The log10(half-life) is 1.00. (9) The molecule is CCCC1O[C@@H]2C[C@H]3[C@@H]4CCC5=CC(=O)C=C[C@]5(C)[C@H]4[C@@H](O)C[C@]3(C)[C@]2(C(=O)CO)O1. The log10(half-life) is 0.450. (10) The molecule is CN(C)CCC=C1c2ccccc2CCc2ccccc21. The log10(half-life) is 1.23.